This data is from Catalyst prediction with 721,799 reactions and 888 catalyst types from USPTO. The task is: Predict which catalyst facilitates the given reaction. (1) Reactant: [F:1][C:2]1[CH:7]=[CH:6][CH:5]=[CH:4][C:3]=1[N:8]1[C:12]([C:13]2[N:14]=[CH:15][NH:16][CH:17]=2)=[C:11]([CH3:18])[N:10]=[N:9]1.Cl[C:20]1[CH:29]=[CH:28][C:23]([C:24]([O:26][CH3:27])=[O:25])=[CH:22][N:21]=1.C(=O)([O-])[O-].[K+].[K+].O. Product: [F:1][C:2]1[CH:7]=[CH:6][CH:5]=[CH:4][C:3]=1[N:8]1[C:12]([C:13]2[N:14]=[CH:15][N:16]([C:20]3[CH:29]=[CH:28][C:23]([C:24]([O:26][CH3:27])=[O:25])=[CH:22][N:21]=3)[CH:17]=2)=[C:11]([CH3:18])[N:10]=[N:9]1. The catalyst class is: 3. (2) The catalyst class is: 7. Product: [Cl:1][C:2]1[CH:3]=[C:4]2[C:8](=[CH:9][CH:10]=1)[NH:7][C:6]([CH2:11][OH:12])=[C:5]2[S:16]([CH2:19][CH:20]1[CH2:23][CH2:22][CH2:21]1)(=[O:18])=[O:17]. Reactant: [Cl:1][C:2]1[CH:3]=[C:4]2[C:8](=[CH:9][CH:10]=1)[NH:7][C:6]([C:11](OCC)=[O:12])=[C:5]2[S:16]([CH2:19][CH:20]1[CH2:23][CH2:22][CH2:21]1)(=[O:18])=[O:17].[H-].[Al+3].[Li+].[H-].[H-].[H-]. (3) Reactant: [CH3:1][S:2]([CH2:5][C:6]([O:8][CH3:9])=[O:7])(=[O:4])=[O:3].I[CH2:11][CH2:12][CH2:13]I.C(=O)([O-])[O-].[Cs+].[Cs+]. Product: [CH3:1][S:2]([C:5]1([C:6]([O:8][CH3:9])=[O:7])[CH2:13][CH2:12][CH2:11]1)(=[O:4])=[O:3]. The catalyst class is: 10. (4) Product: [CH2:20]([C:3]1[N:4]=[C:5]2[C:11]3[CH:12]=[CH:13][CH:14]=[CH:15][C:10]=3[NH:9][C:8]3[N:16]=[CH:17][CH:18]=[CH:19][C:7]=3[N:6]2[C:2]=1[C:44]1[CH:45]=[CH:46][C:47]([C:50]2([NH:54][C:55](=[O:61])[O:56][C:57]([CH3:59])([CH3:58])[CH3:60])[CH2:51][CH2:52][CH2:53]2)=[CH:48][CH:49]=1)[CH2:21][C:22]1[CH:23]=[CH:24][CH:25]=[CH:26][CH:27]=1. Reactant: Br[C:2]1[N:6]2[C:7]3[CH:19]=[CH:18][CH:17]=[N:16][C:8]=3[NH:9][C:10]3[CH:15]=[CH:14][CH:13]=[CH:12][C:11]=3[C:5]2=[N:4][C:3]=1[CH2:20][CH2:21][C:22]1[CH:27]=[CH:26][CH:25]=[CH:24][CH:23]=1.C(O)C.C(=O)(O)[O-].[Na+].CC1(C)C(C)(C)OB([C:44]2[CH:49]=[CH:48][C:47]([C:50]3([NH:54][C:55](=[O:61])[O:56][C:57]([CH3:60])([CH3:59])[CH3:58])[CH2:53][CH2:52][CH2:51]3)=[CH:46][CH:45]=2)O1. The catalyst class is: 11. (5) The catalyst class is: 15. Reactant: [CH3:1][O:2][C:3]1[CH:4]=[CH:5][C:6]2[C:14]3[C:10](=[C:11]([C:15]([O:17][CH2:18][CH3:19])=[O:16])[NH:12][N:13]=3)[CH2:9][CH2:8][C:7]=2[CH:20]=1.C([O-])(=O)C.[Na+].[Br:26]Br. Product: [Br:26][C:4]1[C:3]([O:2][CH3:1])=[CH:20][C:7]2[CH2:8][CH2:9][C:10]3[C:14]([C:6]=2[CH:5]=1)=[N:13][NH:12][C:11]=3[C:15]([O:17][CH2:18][CH3:19])=[O:16].